Task: Regression. Given two drug SMILES strings and cell line genomic features, predict the synergy score measuring deviation from expected non-interaction effect.. Dataset: NCI-60 drug combinations with 297,098 pairs across 59 cell lines (1) Drug 1: CNC(=O)C1=CC=CC=C1SC2=CC3=C(C=C2)C(=NN3)C=CC4=CC=CC=N4. Drug 2: CC1C(C(CC(O1)OC2CC(CC3=C2C(=C4C(=C3O)C(=O)C5=C(C4=O)C(=CC=C5)OC)O)(C(=O)C)O)N)O.Cl. Cell line: HS 578T. Synergy scores: CSS=31.1, Synergy_ZIP=14.1, Synergy_Bliss=16.1, Synergy_Loewe=6.63, Synergy_HSA=13.6. (2) Drug 1: CC1=C(C=C(C=C1)NC2=NC=CC(=N2)N(C)C3=CC4=NN(C(=C4C=C3)C)C)S(=O)(=O)N.Cl. Drug 2: CNC(=O)C1=CC=CC=C1SC2=CC3=C(C=C2)C(=NN3)C=CC4=CC=CC=N4. Cell line: SK-MEL-2. Synergy scores: CSS=7.15, Synergy_ZIP=2.55, Synergy_Bliss=7.96, Synergy_Loewe=3.23, Synergy_HSA=4.30. (3) Drug 1: C1CCC(C(C1)N)N.C(=O)(C(=O)[O-])[O-].[Pt+4]. Drug 2: CC(C)CN1C=NC2=C1C3=CC=CC=C3N=C2N. Cell line: IGROV1. Synergy scores: CSS=9.78, Synergy_ZIP=-2.61, Synergy_Bliss=3.31, Synergy_Loewe=-0.852, Synergy_HSA=-0.386.